Dataset: Full USPTO retrosynthesis dataset with 1.9M reactions from patents (1976-2016). Task: Predict the reactants needed to synthesize the given product. (1) Given the product [ClH:26].[Cl:26][C:27]1[CH:32]=[CH:31][CH:30]=[CH:29][C:28]=1[S:33]([NH:1][C:2]1[CH:3]=[C:4]([O:11][C@@H:12]2[CH2:17][CH2:16][NH:15][CH2:14][C@H:13]2[F:25])[C:5]2[O:9][CH:8]=[CH:7][C:6]=2[CH:10]=1)(=[O:35])=[O:34], predict the reactants needed to synthesize it. The reactants are: [NH2:1][C:2]1[CH:3]=[C:4]([O:11][C@@H:12]2[CH2:17][CH2:16][N:15](C(OC(C)(C)C)=O)[CH2:14][C@H:13]2[F:25])[C:5]2[O:9][CH:8]=[CH:7][C:6]=2[CH:10]=1.[Cl:26][C:27]1[CH:32]=[CH:31][CH:30]=[CH:29][C:28]=1[S:33](Cl)(=[O:35])=[O:34]. (2) Given the product [CH:1]1([C:4]([C:6]2[CH:7]=[C:8]([CH:30]=[CH:31][CH:32]=2)[O:9][CH:10]2[CH2:15][N:14]([C:16]([C:18]3[CH:23]=[CH:22][CH:21]=[CH:20][C:19]=3[N:24]3[N:25]=[CH:26][CH:27]=[N:28]3)=[O:17])[CH:13]([CH3:29])[CH2:12][CH2:11]2)=[O:5])[CH2:3][CH2:34][CH2:33][CH2:2]1, predict the reactants needed to synthesize it. The reactants are: [CH:1]1([C:4]([C:6]2[CH:7]=[C:8]([CH:30]=[CH:31][CH:32]=2)[O:9][CH:10]2[CH2:15][N:14]([C:16]([C:18]3[CH:23]=[CH:22][CH:21]=[CH:20][C:19]=3[N:24]3[N:28]=[CH:27][CH:26]=[N:25]3)=[O:17])[CH:13]([CH3:29])[CH2:12][CH2:11]2)=[O:5])[CH2:3][CH2:2]1.[CH:33]1([Mg]Br)C[CH2:34]1. (3) Given the product [Cl:1][C:2]1[CH:3]=[C:4]([CH2:14][Cl:18])[C:5]2[O:9][C:8]([CH3:11])([CH3:10])[C:7](=[O:12])[C:6]=2[CH:13]=1, predict the reactants needed to synthesize it. The reactants are: [Cl:1][C:2]1[CH:3]=[C:4]([CH2:14]O)[C:5]2[O:9][C:8]([CH3:11])([CH3:10])[C:7](=[O:12])[C:6]=2[CH:13]=1.S(Cl)([Cl:18])=O.